Dataset: Full USPTO retrosynthesis dataset with 1.9M reactions from patents (1976-2016). Task: Predict the reactants needed to synthesize the given product. (1) Given the product [F:1][C:2]([F:15])([F:14])[CH2:3][N:4]1[CH:9]2[CH2:10][CH2:11][CH2:12][CH:5]1[CH2:6][C:7](=[N:17][OH:18])[CH2:8]2, predict the reactants needed to synthesize it. The reactants are: [F:1][C:2]([F:15])([F:14])[CH2:3][N:4]1[CH:9]2[CH2:10][CH2:11][CH2:12][CH:5]1[CH2:6][C:7](=O)[CH2:8]2.Cl.[NH2:17][OH:18]. (2) Given the product [CH2:1]([N:8]1[CH2:12][CH2:11][N:10]([C:13](=[O:15])[CH2:31][CH2:30][C:24]2[C:23]3[C:27](=[CH:28][CH:29]=[C:21]([Cl:20])[CH:22]=3)[NH:26][CH:25]=2)[CH2:9]1)[C:2]1[CH:3]=[CH:4][CH:5]=[CH:6][CH:7]=1, predict the reactants needed to synthesize it. The reactants are: [CH2:1]([N:8]1[CH2:12][CH2:11][N:10]([C:13]([O:15]C(C)(C)C)=O)[CH2:9]1)[C:2]1[CH:7]=[CH:6][CH:5]=[CH:4][CH:3]=1.[Cl:20][C:21]1[CH:22]=[C:23]2[C:27](=[CH:28][CH:29]=1)[NH:26][CH:25]=[C:24]2[CH2:30][CH2:31]C(O)=O.CN(C(ON1N=NC2C=CC=NC1=2)=[N+](C)C)C.F[P-](F)(F)(F)(F)F.C(N(CC)C(C)C)(C)C.